Dataset: Full USPTO retrosynthesis dataset with 1.9M reactions from patents (1976-2016). Task: Predict the reactants needed to synthesize the given product. (1) Given the product [C:40]([C:39]1[CH:42]=[C:35]([C:33]2[O:32][N:31]=[C:30]([C:25]3[CH:26]=[CH:27][CH:28]=[C:29]4[C:24]=3[CH2:23][CH2:22][C@H:21]4[NH:20][C:3](=[O:5])[CH2:2][OH:1])[N:34]=2)[CH:36]=[CH:37][C:38]=1[O:43][CH:44]([CH3:46])[CH3:45])#[N:41], predict the reactants needed to synthesize it. The reactants are: [OH:1][CH2:2][C:3]([OH:5])=O.C1C=CC2N(O)N=NC=2C=1.C(Cl)CCl.[NH2:20][C@H:21]1[C:29]2[C:24](=[C:25]([C:30]3[N:34]=[C:33]([C:35]4[CH:36]=[CH:37][C:38]([O:43][CH:44]([CH3:46])[CH3:45])=[C:39]([CH:42]=4)[C:40]#[N:41])[O:32][N:31]=3)[CH:26]=[CH:27][CH:28]=2)[CH2:23][CH2:22]1. (2) Given the product [CH3:43][C:2]([CH3:44])([CH3:1])[C:3]([O:5][CH2:6][O:7][C:8]([C:9]1[C:10]2[O:25][B:17]([OH:18])[C@@H:16]([NH:30][C:31](=[O:39])[CH2:32][CH2:33][CH2:34][S:35](=[O:38])(=[O:37])[NH2:36])[CH2:15][C:11]=2[CH:12]=[CH:13][CH:14]=1)=[O:42])=[O:4], predict the reactants needed to synthesize it. The reactants are: [CH3:1][C:2]([CH3:44])([CH3:43])[C:3]([O:5][CH2:6][O:7][C:8](=[O:42])[C:9]1[CH:14]=[CH:13][CH:12]=[C:11]([CH2:15][CH:16]([NH:30][C:31](=[O:39])[CH2:32][CH2:33][CH2:34][S:35](=[O:38])(=[O:37])[NH2:36])[B:17]2[O:25]C3C(C)(C4CC(C3)C4(C)C)[O:18]2)[C:10]=1OC)=[O:4].[Cl-].[Al+3].[Cl-].[Cl-]. (3) Given the product [CH3:1][O:2][C:3](=[O:22])[C:4]1[CH:9]=[CH:8][CH:7]=[C:6]([NH2:10])[C:5]=1[NH:13][CH2:14][C:15]1[CH:20]=[CH:19][C:18]([Br:21])=[CH:17][CH:16]=1, predict the reactants needed to synthesize it. The reactants are: [CH3:1][O:2][C:3](=[O:22])[C:4]1[CH:9]=[CH:8][CH:7]=[C:6]([N+:10]([O-])=O)[C:5]=1[NH:13][CH2:14][C:15]1[CH:20]=[CH:19][C:18]([Br:21])=[CH:17][CH:16]=1.O.O.[Sn](Cl)Cl. (4) The reactants are: [CH3:1][N:2]1[C:6]2=[N:7][CH:8]=[CH:9][C:10]([N:11]3[CH2:16][CH2:15][CH2:14][C@@H:13]([NH:17][C:18](=[O:20])[OH:19])[CH2:12]3)=[C:5]2[NH:4][C:3]1=[O:21].Br[CH2:23][C:24]1[CH:31]=[CH:30][C:27]([C:28]#[N:29])=[CH:26][CH:25]=1. Given the product [C:24]([O:20][C:18](=[O:19])[NH:17][C@@H:13]1[CH2:14][CH2:15][CH2:16][N:11]([C:10]2[CH:9]=[CH:8][N:7]=[C:6]3[N:2]([CH3:1])[C:3](=[O:21])[N:4]([CH2:23][C:24]4[CH:31]=[CH:30][C:27]([C:28]#[N:29])=[CH:26][CH:25]=4)[C:5]=23)[CH2:12]1)([CH3:31])([CH3:25])[CH3:23], predict the reactants needed to synthesize it.